This data is from Forward reaction prediction with 1.9M reactions from USPTO patents (1976-2016). The task is: Predict the product of the given reaction. (1) Given the reactants [C:1]([C:3]1[CH:4]=[C:5]([S:10]([N:13]([CH2:19][C:20]2[CH:25]=[CH:24][C:23]([O:26][CH3:27])=[CH:22][C:21]=2[O:28][CH3:29])[C:14]2[S:18][N:17]=[CH:16][N:15]=2)(=[O:12])=[O:11])[CH:6]=[CH:7][C:8]=1F)#[N:2].[N:30]1[CH:35]=[CH:34][C:33]([C:36]2[CH:37]=[C:38]([C:43]3[CH:48]=[CH:47][CH:46]=[CH:45][C:44]=3[C:49]([F:52])([F:51])[F:50])[CH:39]=[CH:40][C:41]=2[OH:42])=[CH:32][N:31]=1.C(=O)([O-])[O-].[K+].[K+], predict the reaction product. The product is: [C:1]([C:3]1[CH:4]=[C:5]([S:10]([N:13]([CH2:19][C:20]2[CH:25]=[CH:24][C:23]([O:26][CH3:27])=[CH:22][C:21]=2[O:28][CH3:29])[C:14]2[S:18][N:17]=[CH:16][N:15]=2)(=[O:11])=[O:12])[CH:6]=[CH:7][C:8]=1[O:42][C:41]1[CH:40]=[CH:39][C:38]([C:43]2[CH:48]=[CH:47][CH:46]=[CH:45][C:44]=2[C:49]([F:50])([F:51])[F:52])=[CH:37][C:36]=1[C:33]1[CH:34]=[CH:35][N:30]=[N:31][CH:32]=1)#[N:2]. (2) Given the reactants Br[C:2]1[CH:3]=[C:4]([CH:10]=[CH:11][C:12]=1[C:13]#[N:14])[C:5]([O:7][CH2:8][CH3:9])=[O:6].CC([N:19]([C@H:23]1[CH2:28][CH2:27][C@H:26]([NH2:29])[CH2:25][CH2:24]1)[C:20](=[O:22])[O-:21])(C)C.[CH3:30][C:31]1(C)[C:57]2C(=C(P(C3C=CC=CC=3)C3C=CC=CC=3)C=CC=2)OC2C(P(C3C=CC=CC=3)C3C=CC=CC=3)=CC=C[C:32]1=2.C(=O)([O-])[O-].[Cs+].[Cs+], predict the reaction product. The product is: [C:13]([C:12]1[CH:11]=[CH:10][C:4]([C:5]([O:7][CH2:8][CH3:9])=[O:6])=[CH:3][C:2]=1[NH:29][C@H:26]1[CH2:25][CH2:24][C@H:23]([NH:19][C:20]([O:21][C:31]([CH3:57])([CH3:32])[CH3:30])=[O:22])[CH2:28][CH2:27]1)#[N:14]. (3) Given the reactants [CH2:1]([O:3][C:4](=[O:15])[C:5]1[CH:10]=[CH:9][C:8]([Cl:11])=[C:7]([N+:12]([O-])=O)[CH:6]=1)[CH3:2], predict the reaction product. The product is: [CH2:1]([O:3][C:4](=[O:15])[C:5]1[CH:10]=[CH:9][C:8]([Cl:11])=[C:7]([NH2:12])[CH:6]=1)[CH3:2]. (4) Given the reactants [F:1][C:2]1[CH:3]=[CH:4][CH:5]=[C:6]2[C:10]=1[NH:9]C(=O)/[C:7]/2=[N:12]\O, predict the reaction product. The product is: [NH2:9][C:10]1[C:2]([F:1])=[CH:3][CH:4]=[CH:5][C:6]=1[C:7]#[N:12]. (5) Given the reactants [CH:1]1([O:7][CH2:8][C:9]2[NH:14][C:13](=[S:15])[NH:12][C:11](=[O:16])[CH:10]=2)[CH2:6][CH2:5][CH2:4][CH2:3][CH2:2]1.IC.[C:19](=O)([O-])[O-].[K+].[K+], predict the reaction product. The product is: [CH:1]1([O:7][CH2:8][C:9]2[N:14]=[C:13]([S:15][CH3:19])[NH:12][C:11](=[O:16])[CH:10]=2)[CH2:2][CH2:3][CH2:4][CH2:5][CH2:6]1. (6) Given the reactants [CH3:1][O:2][C:3]1[CH:4]=[C:5]([C:9]2[CH:17]=[CH:16][CH:15]=[C:14]3[C:10]=2[CH2:11][C:12](=[O:18])[NH:13]3)[CH:6]=[CH:7][CH:8]=1.[CH3:19][C@H:20]1[NH:25][C@@H:24]([CH3:26])[CH2:23][N:22]([C:27]([C:29]2[C:30]([CH3:37])=[C:31]([CH:35]=O)[NH:32][C:33]=2[CH3:34])=[O:28])[CH2:21]1, predict the reaction product. The product is: [CH3:19][C@H:20]1[NH:25][C@@H:24]([CH3:26])[CH2:23][N:22]([C:27]([C:29]2[C:30]([CH3:37])=[C:31]([CH:35]=[C:11]3[C:10]4[C:14](=[CH:15][CH:16]=[CH:17][C:9]=4[C:5]4[CH:6]=[CH:7][CH:8]=[C:3]([O:2][CH3:1])[CH:4]=4)[NH:13][C:12]3=[O:18])[NH:32][C:33]=2[CH3:34])=[O:28])[CH2:21]1. (7) Given the reactants C([O:3][C:4]([C:6]1([C:11]2[N:12]=[C:13]([NH:16][CH3:17])[S:14][CH:15]=2)[CH:10]=[CH:9][O:8][NH:7]1)=[O:5])C.[OH-].[Na+].Cl, predict the reaction product. The product is: [CH3:17][NH:16][C:13]1[S:14][CH:15]=[C:11]([C:6]2([C:4]([OH:5])=[O:3])[CH:10]=[CH:9][O:8][NH:7]2)[N:12]=1. (8) The product is: [F:55][C:56]([F:62])([CH2:60][CH3:61])[C:57]([NH:1][CH2:2][C:3]1[CH:8]=[CH:7][N:6]=[C:5]([CH2:9][N:10]([CH2:18][C:19](=[O:28])[N:20]([CH2:23][CH2:24][N:25]([CH3:27])[CH3:26])[CH2:21][CH3:22])[C:11](=[O:17])[O:12][C:13]([CH3:15])([CH3:16])[CH3:14])[CH:4]=1)=[O:58]. Given the reactants [NH2:1][CH2:2][C:3]1[CH:8]=[CH:7][N:6]=[C:5]([CH2:9][N:10]([CH2:18][C:19](=[O:28])[N:20]([CH2:23][CH2:24][N:25]([CH3:27])[CH3:26])[CH2:21][CH3:22])[C:11](=[O:17])[O:12][C:13]([CH3:16])([CH3:15])[CH3:14])[CH:4]=1.NCC1C=CN=C(CN(CCCCN(CC)CC)C(=O)OC(C)(C)C)C=1.[F:55][C:56]([F:62])([CH2:60][CH3:61])[C:57](O)=[O:58], predict the reaction product. (9) Given the reactants Br[C:2]1[CH:7]=[CH:6][C:5]([C:8]([CH:10]2[CH2:12][CH2:11]2)=[O:9])=[CH:4][CH:3]=1.C1(P(C2C=CC=CC=2)C2C=CC=CC=2)C=CC=CC=1.[C:32]([O:36][CH3:37])(=[O:35])[CH:33]=[CH2:34].C(N(CC)CC)C, predict the reaction product. The product is: [CH3:37][O:36][C:32](=[O:35])/[CH:33]=[CH:34]/[C:2]1[CH:7]=[CH:6][C:5]([C:8]([CH:10]2[CH2:12][CH2:11]2)=[O:9])=[CH:4][CH:3]=1.